This data is from Forward reaction prediction with 1.9M reactions from USPTO patents (1976-2016). The task is: Predict the product of the given reaction. (1) Given the reactants C([O:8][CH2:9][CH2:10][CH:11]1[N:16]2[C:17]3[CH:18]=[CH:19][CH:20]=[C:21]([F:24])[C:22]=3[CH:23]=[C:15]2[C:14]2[N:25]=[C:26]([C:29]3[C:30]([N:49]([CH3:54])[S:50]([CH3:53])(=[O:52])=[O:51])=[CH:31][C:32]4[O:36][C:35]([C:37]5[CH:42]=[CH:41][C:40]([F:43])=[CH:39][CH:38]=5)=[C:34]([C:44]([NH:46][CH3:47])=[O:45])[C:33]=4[CH:48]=3)[CH:27]=[CH:28][C:13]=2[O:12]1)C1C=CC=CC=1, predict the reaction product. The product is: [F:24][C:21]1[C:22]2[CH:23]=[C:15]3[C:14]4[N:25]=[C:26]([C:29]5[C:30]([N:49]([CH3:54])[S:50]([CH3:53])(=[O:52])=[O:51])=[CH:31][C:32]6[O:36][C:35]([C:37]7[CH:42]=[CH:41][C:40]([F:43])=[CH:39][CH:38]=7)=[C:34]([C:44]([NH:46][CH3:47])=[O:45])[C:33]=6[CH:48]=5)[CH:27]=[CH:28][C:13]=4[O:12][CH:11]([CH2:10][CH2:9][OH:8])[N:16]3[C:17]=2[CH:18]=[CH:19][CH:20]=1. (2) Given the reactants Br[CH:2]([CH2:6][CH2:7][CH2:8][CH3:9])[C:3]([OH:5])=[O:4].[O:10]([C:17]1[CH:22]=[CH:21][C:20]([OH:23])=[CH:19][CH:18]=1)[C:11]1[CH:16]=[CH:15][CH:14]=[CH:13][CH:12]=1.[NH2:24][C:25]1[S:26][CH:27]=[CH:28][N:29]=1, predict the reaction product. The product is: [O:10]([C:17]1[CH:18]=[CH:19][C:20]([O:23][CH:2]([CH2:6][CH2:7][CH2:8][CH3:9])[C:3]([OH:5])=[O:4])=[CH:21][CH:22]=1)[C:11]1[CH:12]=[CH:13][CH:14]=[CH:15][CH:16]=1.[O:10]([C:17]1[CH:18]=[CH:19][C:20]([O:23][CH:2]([CH2:6][CH2:7][CH2:8][CH3:9])[C:3]([NH:24][C:25]2[S:26][CH:27]=[CH:28][N:29]=2)=[O:5])=[CH:21][CH:22]=1)[C:11]1[CH:16]=[CH:15][CH:14]=[CH:13][CH:12]=1.